From a dataset of Full USPTO retrosynthesis dataset with 1.9M reactions from patents (1976-2016). Predict the reactants needed to synthesize the given product. (1) Given the product [F:19][C:2]([F:18])([F:1])[O:3][C:4]1[CH:5]=[C:6]([N:10]([CH2:11][C:12]2[CH:13]=[N:14][CH:15]=[CH:16][CH:17]=2)[S:29]([CH2:28][C:27]([F:34])([F:33])[F:26])(=[O:31])=[O:30])[CH:7]=[CH:8][CH:9]=1, predict the reactants needed to synthesize it. The reactants are: [F:1][C:2]([F:19])([F:18])[O:3][C:4]1[CH:5]=[C:6]([NH:10][CH2:11][C:12]2[CH:13]=[N:14][CH:15]=[CH:16][CH:17]=2)[CH:7]=[CH:8][CH:9]=1.N1C=CC=CC=1.[F:26][C:27]([F:34])([F:33])[CH2:28][S:29](Cl)(=[O:31])=[O:30]. (2) Given the product [F:18][C:19]1[C:20]([C:2]2[CH:7]=[CH:6][N:5]3[N:8]=[C:9]([C:11]4[CH:16]=[CH:15][C:14]([F:17])=[CH:13][CH:12]=4)[CH:10]=[C:4]3[CH:3]=2)=[CH:21][CH:22]=[C:23]([F:27])[C:24]=1[CH:25]=[O:26], predict the reactants needed to synthesize it. The reactants are: Br[C:2]1[CH:7]=[CH:6][N:5]2[N:8]=[C:9]([C:11]3[CH:16]=[CH:15][C:14]([F:17])=[CH:13][CH:12]=3)[CH:10]=[C:4]2[CH:3]=1.[F:18][C:19]1[C:24]([CH:25]=[O:26])=[C:23]([F:27])[CH:22]=[CH:21][C:20]=1B(O)O.C(=O)([O-])[O-].[Cs+].[Cs+].O1CCCC1. (3) Given the product [CH2:12]([C:3]1([C:7]([O:9][CH2:10][CH3:11])=[O:8])[CH2:4][CH2:5][CH2:6][CH:2]1[O:1][C:19](=[O:26])[C:20]1[CH:25]=[CH:24][CH:23]=[CH:22][CH:21]=1)[CH:13]([CH3:14])[CH3:15], predict the reactants needed to synthesize it. The reactants are: [OH:1][CH:2]1[CH2:6][CH2:5][CH2:4][C:3]1([CH2:12][CH:13]([CH3:15])[CH3:14])[C:7]([O:9][CH2:10][CH3:11])=[O:8].C(Cl)Cl.[C:19](Cl)(=[O:26])[C:20]1[CH:25]=[CH:24][CH:23]=[CH:22][CH:21]=1. (4) Given the product [CH2:1]([S:4]([N:7]1[CH2:8][CH:9]([O:11][S:13]([CH3:12])(=[O:15])=[O:14])[CH2:10]1)(=[O:6])=[O:5])[CH2:2][CH3:3], predict the reactants needed to synthesize it. The reactants are: [CH2:1]([S:4]([N:7]1[CH2:10][CH:9]([OH:11])[CH2:8]1)(=[O:6])=[O:5])[CH2:2][CH3:3].[CH3:12][S:13](Cl)(=[O:15])=[O:14].ClCCl. (5) The reactants are: [NH:1]1[C:5]2[CH:6]=[CH:7][CH:8]=[CH:9][C:4]=2[N:3]=[C:2]1[SH:10].CC(C)=O.C(=O)([O-])[O-].[K+].[K+].Br[CH2:22][C:23]1[CH:32]=[CH:31][C:26]([C:27]([O:29][CH3:30])=[O:28])=[CH:25][CH:24]=1. Given the product [NH:1]1[C:5]2[CH:6]=[CH:7][CH:8]=[CH:9][C:4]=2[N:3]=[C:2]1[S:10][CH2:22][C:23]1[CH:32]=[CH:31][C:26]([C:27]([O:29][CH3:30])=[O:28])=[CH:25][CH:24]=1, predict the reactants needed to synthesize it. (6) Given the product [F:9][C:10]1[CH:18]=[CH:17][C:13]([C:14]([C:4]2[CH:5]=[CH:6][C:1]([O:7][CH3:8])=[CH:2][CH:3]=2)=[O:15])=[CH:12][CH:11]=1, predict the reactants needed to synthesize it. The reactants are: [C:1]1([O:7][CH3:8])[CH:6]=[CH:5][CH:4]=[CH:3][CH:2]=1.[F:9][C:10]1[CH:18]=[CH:17][C:13]([C:14](Cl)=[O:15])=[CH:12][CH:11]=1.[Cl-].[Al+3].[Cl-].[Cl-].Cl.